Dataset: Peptide-MHC class II binding affinity with 134,281 pairs from IEDB. Task: Regression. Given a peptide amino acid sequence and an MHC pseudo amino acid sequence, predict their binding affinity value. This is MHC class II binding data. (1) The peptide sequence is LMCEIEGHHLASAAI. The MHC is DRB3_0101 with pseudo-sequence DRB3_0101. The binding affinity (normalized) is 0.103. (2) The peptide sequence is ELQLKDGRRIVVPCR. The MHC is DRB5_0101 with pseudo-sequence DRB5_0101. The binding affinity (normalized) is 0.695. (3) The peptide sequence is ASTNDDEVLIEVNPP. The MHC is DRB3_0202 with pseudo-sequence DRB3_0202. The binding affinity (normalized) is 0. (4) The peptide sequence is VNVQTKPSLFKVRNG. The MHC is HLA-DQA10501-DQB10302 with pseudo-sequence HLA-DQA10501-DQB10302. The binding affinity (normalized) is 0.300. (5) The peptide sequence is GPDTGRLKFSLSYKE. The MHC is DRB1_0101 with pseudo-sequence DRB1_0101. The binding affinity (normalized) is 0.402. (6) The peptide sequence is FVGKMYFNLIDTK. The MHC is DRB1_0101 with pseudo-sequence DRB1_0101. The binding affinity (normalized) is 0.169. (7) The peptide sequence is AYKTAEGATPEAKYD. The MHC is DRB3_0101 with pseudo-sequence DRB3_0101. The binding affinity (normalized) is 0.